From a dataset of Reaction yield outcomes from USPTO patents with 853,638 reactions. Predict the reaction yield, written as a fraction of the theoretical maximum amount of product (1.0 means a 100% yield; for example, 0.34 means a 34% yield). (1) The reactants are Cl[C:2]#[C:3][CH2:4][O:5][C:6]1[CH:11]=[CH:10][CH:9]=[CH:8][C:7]=1[O:12][C:13]([F:16])([F:15])[F:14].[OH2:17]. The catalyst is C(O)CO. The product is [F:14][C:13]([F:16])([F:15])[O:12][C:7]1[CH:8]=[CH:9][CH:10]=[C:11]2[C:6]=1[O:5][CH2:4][CH2:3][C:2]2=[O:17]. The yield is 0.280. (2) The reactants are [C:1]([C:5]1[CH:6]=[CH:7][CH:8]=[C:9]2[C:14]=1[N:13]=[C:12]([C:15]1[N:19]3[CH:20]=[C:21]([C:24]([OH:26])=O)[CH:22]=[CH:23][C:18]3=[N:17][N:16]=1)[CH:11]=[CH:10]2)([CH3:4])([CH3:3])[CH3:2].Cl.[CH3:28][NH:29][O:30][CH3:31].CCN(C(C)C)C(C)C.CN(C(ON1N=NC2C=CC=NC1=2)=[N+](C)C)C.F[P-](F)(F)(F)(F)F. The catalyst is CN(C=O)C.C(OCC)(=O)C.O. The product is [C:1]([C:5]1[CH:6]=[CH:7][CH:8]=[C:9]2[C:14]=1[N:13]=[C:12]([C:15]1[N:19]3[CH:20]=[C:21]([C:24]([N:29]([O:30][CH3:31])[CH3:28])=[O:26])[CH:22]=[CH:23][C:18]3=[N:17][N:16]=1)[CH:11]=[CH:10]2)([CH3:3])([CH3:2])[CH3:4]. The yield is 0.806. (3) The reactants are [Cl:1][C:2]1[CH:28]=[C:27]([OH:29])[CH:26]=[CH:25][C:3]=1[CH2:4][N:5]([C:18]1[CH:23]=[CH:22][C:21](I)=[CH:20][CH:19]=1)[S:6]([C:9]1[C:14]([CH3:15])=[CH:13][C:12]([CH3:16])=[CH:11][C:10]=1[CH3:17])(=[O:8])=[O:7].[CH2:30]([OH:33])[CH:31]=[CH2:32].C(=O)(O)[O-].[Na+].O. The catalyst is CN(C)C=O.[Cl-].C([N+](CCCC)(CCCC)CCCC)CCC.CC([O-])=O.CC([O-])=O.[Pd+2].C(OCC)(=O)C. The product is [Cl:1][C:2]1[CH:28]=[C:27]([OH:29])[CH:26]=[CH:25][C:3]=1[CH2:4][N:5]([C:18]1[CH:23]=[CH:22][C:21]([CH2:32][CH2:31][CH:30]=[O:33])=[CH:20][CH:19]=1)[S:6]([C:9]1[C:14]([CH3:15])=[CH:13][C:12]([CH3:16])=[CH:11][C:10]=1[CH3:17])(=[O:8])=[O:7]. The yield is 0.920. (4) The reactants are [C:1]([CH2:3][C:4]1[CH:5]=[C:6]([CH:11]=[CH:12][CH:13]=1)[C:7]([O:9][CH3:10])=[O:8])#[N:2].[H-].[Na+].Br[CH2:17][CH2:18][O:19][CH2:20][CH2:21]Br. The catalyst is CS(C)=O. The product is [C:1]([C:3]1([C:4]2[CH:5]=[C:6]([CH:11]=[CH:12][CH:13]=2)[C:7]([O:9][CH3:10])=[O:8])[CH2:21][CH2:20][O:19][CH2:18][CH2:17]1)#[N:2]. The yield is 0.460. (5) The reactants are [CH:1]([O:4][C:5]1[CH:20]=[CH:19][C:8]([O:9][C:10]2[CH:18]=[CH:17][C:13]([CH:14]=[N:15][OH:16])=[CH:12][CH:11]=2)=[CH:7][CH:6]=1)([CH3:3])[CH3:2].[Cl:21]N1C(=O)CCC1=O.O. The catalyst is CN(C)C=O. The product is [OH:16][N:15]=[C:14]([Cl:21])[C:13]1[CH:17]=[CH:18][C:10]([O:9][C:8]2[CH:19]=[CH:20][C:5]([O:4][CH:1]([CH3:3])[CH3:2])=[CH:6][CH:7]=2)=[CH:11][CH:12]=1. The yield is 1.00. (6) The reactants are [CH3:1][O:2][C:3]1[C:8]([O:9][CH3:10])=[CH:7][CH:6]=[CH:5][C:4]=1[C@H:11]([CH:13]1[CH2:18][CH2:17][N:16]([CH2:19][CH2:20][C:21]2[CH:26]=[CH:25][C:24]([F:27])=[CH:23][CH:22]=2)[CH2:15][CH2:14]1)[OH:12].O.Cl.[OH-].[Na+]. The catalyst is C(COC)OC. The product is [CH3:1][O:2][C:3]1[C:8]([O:9][CH3:10])=[CH:7][CH:6]=[CH:5][C:4]=1[CH:11]([CH:13]1[CH2:14][CH2:15][N:16]([CH2:19][CH2:20][C:21]2[CH:26]=[CH:25][C:24]([F:27])=[CH:23][CH:22]=2)[CH2:17][CH2:18]1)[OH:12]. The yield is 0.697. (7) The reactants are [N+:1]([C:4]1[CH:13]=[C:12]2[C:7]([C:8](=[O:14])[NH:9][CH:10]=[N:11]2)=[CH:6][CH:5]=1)([O-])=O. The catalyst is CO.[Pd]. The product is [NH2:1][C:4]1[CH:13]=[C:12]2[C:7]([C:8](=[O:14])[NH:9][CH:10]=[N:11]2)=[CH:6][CH:5]=1. The yield is 0.980. (8) The reactants are [CH3:1][O:2][C:3](=[O:18])[CH2:4][CH2:5][C:6]([C:9]1[CH:14]=[CH:13][CH:12]=[C:11]([O:15][CH3:16])[C:10]=1[F:17])([CH3:8])[CH3:7].C1(S(N2C(C3C=CC=CC=3)O2)(=O)=[O:26])C=CC=CC=1.[Cl-].[NH4+]. The catalyst is C1(C)C=CC=CC=1.O1CCCC1. The product is [CH3:1][O:2][C:3](=[O:18])[CH:4]([OH:26])[CH2:5][C:6]([C:9]1[CH:14]=[CH:13][CH:12]=[C:11]([O:15][CH3:16])[C:10]=1[F:17])([CH3:8])[CH3:7]. The yield is 0.583. (9) The reactants are [NH2:1][C@@H:2]([C:13]1[CH:18]=[CH:17][C:16]([C:19]([F:22])([F:21])[F:20])=[C:15]([F:23])[CH:14]=1)[CH2:3][CH2:4][NH:5][C:6](=[O:12])[O:7][C:8]([CH3:11])([CH3:10])[CH3:9].O1C[CH2:28][CH:27]([NH:30][C:31]2[N:32]=[CH:33][C:34]3[CH2:40][CH2:39][NH:38][CH2:37][C:35]=3[N:36]=2)[CH2:26]C1.Cl.ClC1C=C(C(C2[O:56][CH:55]=NC=2)N)C=CC=1Cl. No catalyst specified. The product is [F:23][C:15]1[CH:14]=[C:13]([C@H:2]([NH:1][C:55]([N:38]2[CH2:39][CH2:40][C:34]3[CH:33]=[N:32][C:31]([NH:30][CH:27]([CH3:26])[CH3:28])=[N:36][C:35]=3[CH2:37]2)=[O:56])[CH2:3][CH2:4][NH:5][C:6](=[O:12])[O:7][C:8]([CH3:11])([CH3:9])[CH3:10])[CH:18]=[CH:17][C:16]=1[C:19]([F:20])([F:21])[F:22]. The yield is 0.390. (10) The reactants are BrC1C=CC=C(Br)C=1O.[C:10]([CH:15]([CH2:19][CH:20]=[CH2:21])[CH2:16]C=C)([O:12][CH2:13][CH3:14])=[O:11]. The catalyst is O(Cl)Cl.[W].C1(C)C=CC=CC=1. The product is [CH:15]1([C:10]([O:12][CH2:13][CH3:14])=[O:11])[CH2:16][CH:21]=[CH:20][CH2:19]1. The yield is 0.710.